From a dataset of Full USPTO retrosynthesis dataset with 1.9M reactions from patents (1976-2016). Predict the reactants needed to synthesize the given product. (1) Given the product [F:1][C:2]([F:25])([F:24])[C:3]1[CH:4]=[CH:5][C:6]([O:16][CH2:17][C:18]2[CH:23]=[CH:22][CH:21]=[CH:20][CH:19]=2)=[C:7]([C:9]2[N:26]([C:27]3[N:28]=[C:29]([Br:33])[CH:30]=[CH:31][CH:32]=3)[C:12]([CH3:13])=[CH:11][CH:10]=2)[CH:8]=1, predict the reactants needed to synthesize it. The reactants are: [F:1][C:2]([F:25])([F:24])[C:3]1[CH:4]=[CH:5][C:6]([O:16][CH2:17][C:18]2[CH:23]=[CH:22][CH:21]=[CH:20][CH:19]=2)=[C:7]([C:9](=O)[CH2:10][CH2:11][C:12](=O)[CH3:13])[CH:8]=1.[NH2:26][C:27]1[CH:32]=[CH:31][CH:30]=[C:29]([Br:33])[N:28]=1. (2) Given the product [OH:9][C:7]1[CH:6]=[CH:5][C:4]([C:13]2[C:22]([CH2:23][N:24]([C:42]3[CH:47]=[CH:46][CH:45]=[CH:44][C:43]=3[O:48][CH3:49])[C:25]([O:27][CH2:28][CH:29]3[C:41]4[CH:40]=[CH:39][CH:38]=[CH:37][C:36]=4[C:35]4[C:30]3=[CH:31][CH:32]=[CH:33][CH:34]=4)=[O:26])=[C:21]3[C:16]([NH:17][C:18]([CH3:52])([CH3:53])[C:19](=[O:51])[N:20]3[CH3:50])=[CH:15][CH:14]=2)=[C:3]([O:2][CH3:1])[CH:8]=1, predict the reactants needed to synthesize it. The reactants are: [CH3:1][O:2][C:3]1[CH:8]=[C:7]([O:9]COC)[CH:6]=[CH:5][C:4]=1[C:13]1[C:22]([CH2:23][N:24]([C:42]2[CH:47]=[CH:46][CH:45]=[CH:44][C:43]=2[O:48][CH3:49])[C:25]([O:27][CH2:28][CH:29]2[C:41]3[CH:40]=[CH:39][CH:38]=[CH:37][C:36]=3[C:35]3[C:30]2=[CH:31][CH:32]=[CH:33][CH:34]=3)=[O:26])=[C:21]2[C:16]([NH:17][C:18]([CH3:53])([CH3:52])[C:19](=[O:51])[N:20]2[CH3:50])=[CH:15][CH:14]=1.Cl.O1CCOCC1. (3) Given the product [Br:24][C:20]1[CH:19]=[C:4]([CH:3]=[C:2]([Br:1])[C:21]=1[OH:22])[C:5]([N:7]1[CH2:12][CH2:11][O:10][C:9]2[N:13]=[CH:14][C:15]([C:17]#[N:18])=[CH:16][C:8]1=2)=[O:6], predict the reactants needed to synthesize it. The reactants are: [Br:1][C:2]1[CH:3]=[C:4]([CH:19]=[C:20]([Br:24])[C:21]=1[O:22]C)[C:5]([N:7]1[CH2:12][CH2:11][O:10][C:9]2[N:13]=[CH:14][C:15]([C:17]#[N:18])=[CH:16][C:8]1=2)=[O:6].[Br-].[Li+].N1CCNCC1. (4) Given the product [N:1]1([C:6]2[CH:12]=[CH:11][C:9]([NH:10][C:13](=[O:14])[O:15][C:16]([CH3:19])([CH3:18])[CH3:17])=[CH:8][CH:7]=2)[CH:5]=[N:4][CH:3]=[N:2]1, predict the reactants needed to synthesize it. The reactants are: [N:1]1([C:6]2[CH:12]=[CH:11][C:9]([NH2:10])=[CH:8][CH:7]=2)[CH:5]=[N:4][CH:3]=[N:2]1.[C:13](O[C:13]([O:15][C:16]([CH3:19])([CH3:18])[CH3:17])=[O:14])([O:15][C:16]([CH3:19])([CH3:18])[CH3:17])=[O:14]. (5) Given the product [Cl:1][C:2]1[N:3]=[C:4]([C:21]2[CH:26]=[CH:25][C:24]([CH3:27])=[CH:23][C:22]=2[CH3:28])[C:5]2[C:10]([C:11]#[N:12])=[CH:9][NH:8][C:6]=2[N:7]=1, predict the reactants needed to synthesize it. The reactants are: [Cl:1][C:2]1[N:3]=[C:4]([C:21]2[CH:26]=[CH:25][C:24]([CH3:27])=[CH:23][C:22]=2[CH3:28])[C:5]2[C:10]([C:11]#[N:12])=[CH:9][N:8](COCC[Si](C)(C)C)[C:6]=2[N:7]=1.C(N)CN.[F-].C([N+](CCCC)(CCCC)CCCC)CCC. (6) Given the product [Cl:1][C:2]1[N:7]=[CH:6][C:5]2[CH:8]=[N:9][N:10]([CH2:18][C:19]3[CH:24]=[CH:23][CH:22]=[C:21]([N+:25]([O-:27])=[O:26])[CH:20]=3)[C:4]=2[CH:3]=1, predict the reactants needed to synthesize it. The reactants are: [Cl:1][C:2]1[N:7]=[CH:6][C:5]2[CH:8]=[N:9][NH:10][C:4]=2[CH:3]=1.C(=O)([O-])[O-].[K+].[K+].Br[CH2:18][C:19]1[CH:24]=[CH:23][CH:22]=[C:21]([N+:25]([O-:27])=[O:26])[CH:20]=1. (7) Given the product [NH2:1][C:4]1[CH:26]=[CH:25][CH:24]=[CH:23][C:5]=1[CH2:6][NH:7][C:8]1[CH:22]=[CH:21][C:11]2[C:12](=[O:20])[NH:13][C:14]3[C:19]([C:10]=2[CH:9]=1)=[CH:18][CH:17]=[CH:16][N:15]=3, predict the reactants needed to synthesize it. The reactants are: [N+:1]([C:4]1[CH:26]=[CH:25][CH:24]=[CH:23][C:5]=1[CH2:6][NH:7][C:8]1[CH:22]=[CH:21][C:11]2[C:12](=[O:20])[NH:13][C:14]3[C:19]([C:10]=2[CH:9]=1)=[CH:18][CH:17]=[CH:16][N:15]=3)([O-])=O.